This data is from Full USPTO retrosynthesis dataset with 1.9M reactions from patents (1976-2016). The task is: Predict the reactants needed to synthesize the given product. (1) Given the product [NH2:1][C@H:2]([C:25]([O:27][CH3:28])=[O:26])[C@@H:3]([CH3:24])[O:4][C:5]([C:6]1[CH:11]=[CH:10][CH:9]=[CH:8][CH:7]=1)([C:18]1[CH:19]=[CH:20][CH:21]=[CH:22][CH:23]=1)[C:12]1[CH:13]=[CH:14][CH:15]=[CH:16][CH:17]=1, predict the reactants needed to synthesize it. The reactants are: [NH:1](C(OCC1C2C(=CC=CC=2)C2C1=CC=CC=2)=O)[C@H:2]([C:25]([O:27][CH3:28])=[O:26])[C@@H:3]([CH3:24])[O:4][C:5]([C:18]1[CH:23]=[CH:22][CH:21]=[CH:20][CH:19]=1)([C:12]1[CH:17]=[CH:16][CH:15]=[CH:14][CH:13]=1)[C:6]1[CH:11]=[CH:10][CH:9]=[CH:8][CH:7]=1.C(NCC)C. (2) The reactants are: [F:1][C:2]1[CH:41]=[CH:40][C:5]([CH2:6][C@@H:7]2[CH2:12][CH2:11][CH2:10][N:9]([CH:13]3[CH:20]4[CH:16]([CH2:17][N:18](C(C5C=CC=CC=5)(C5C=CC=CC=5)C5C=CC=CC=5)[CH2:19]4)[CH2:15][CH2:14]3)[CH2:8]2)=[CH:4][CH:3]=1.O. Given the product [F:1][C:2]1[CH:3]=[CH:4][C:5]([CH2:6][C@@H:7]2[CH2:12][CH2:11][CH2:10][N:9]([CH:13]3[CH:20]4[CH:16]([CH2:17][NH:18][CH2:19]4)[CH2:15][CH2:14]3)[CH2:8]2)=[CH:40][CH:41]=1, predict the reactants needed to synthesize it.